From a dataset of Catalyst prediction with 721,799 reactions and 888 catalyst types from USPTO. Predict which catalyst facilitates the given reaction. (1) Reactant: [N+:1]([C:4]1([C:14]2[CH:19]=[CH:18][CH:17]=[CH:16][CH:15]=2)[CH:12]2[N:8]([CH2:9][CH2:10][CH2:11]2)[C:7](=[O:13])[CH2:6][CH2:5]1)([O-])=O. Product: [NH2:1][C:4]1([C:14]2[CH:19]=[CH:18][CH:17]=[CH:16][CH:15]=2)[CH:12]2[N:8]([CH2:9][CH2:10][CH2:11]2)[C:7](=[O:13])[CH2:6][CH2:5]1. The catalyst class is: 446. (2) Reactant: [N+:1]([C:4]1[CH:12]=[C:8]([C:9]([OH:11])=O)[C:7]([NH2:13])=[CH:6][C:5]=1[O:14][CH2:15][CH2:16][CH2:17][OH:18])([O-:3])=[O:2].C([O-])([O-])OC.C([O-])(=O)C.[NH4+:28].[CH3:29]O. Product: [N+:1]([C:4]1[CH:12]=[C:8]2[C:7](=[CH:6][C:5]=1[O:14][CH2:15][CH2:16][CH2:17][OH:18])[N:13]=[CH:29][NH:28][C:9]2=[O:11])([O-:3])=[O:2]. The catalyst class is: 6. (3) Reactant: [CH3:1][O:2][C:3]1[CH:4]=[C:5]2[C:10](=[CH:11][CH:12]=1)[CH:9]=[C:8]([CH:13]([C:15]1[S:19][CH:18]=[N:17][CH:16]=1)[OH:14])[CH:7]=[CH:6]2. Product: [CH3:1][O:2][C:3]1[CH:4]=[C:5]2[C:10](=[CH:11][CH:12]=1)[CH:9]=[C:8]([C:13]([C:15]1[S:19][CH:18]=[N:17][CH:16]=1)=[O:14])[CH:7]=[CH:6]2. The catalyst class is: 327. (4) Reactant: [F:1][C:2]1[CH:7]=[CH:6][CH:5]=[CH:4][C:3]=1[N:8]1[C:16]2[C:11](=[C:12]([N:17]3[CH2:21][CH2:20][NH:19][C:18]3=[O:22])[CH:13]=[CH:14][CH:15]=2)[CH:10]=[N:9]1.[H-].[Na+].I[CH2:26][C:27]([NH2:29])=[O:28]. Product: [F:1][C:2]1[CH:7]=[CH:6][CH:5]=[CH:4][C:3]=1[N:8]1[C:16]2[C:11](=[C:12]([N:17]3[CH2:21][CH2:20][N:19]([CH2:26][C:27]([NH2:29])=[O:28])[C:18]3=[O:22])[CH:13]=[CH:14][CH:15]=2)[CH:10]=[N:9]1. The catalyst class is: 9. (5) Reactant: [CH3:1][CH:2]([OH:4])[CH3:3].Cl[C:6]([O:8][CH2:9][Cl:10])=[O:7].N1C=CC=CC=1. Product: [CH:2]([O:4][C:6](=[O:7])[O:8][CH2:9][Cl:10])([CH3:3])[CH3:1]. The catalyst class is: 28. (6) Reactant: [CH2:1]([NH2:11])[C:2]1[CH:10]=[CH:9][C:8]2[O:7][CH2:6][O:5][C:4]=2[CH:3]=1.C(O[BH-](OC(=O)C)OC(=O)C)(=O)C.[Na+].[OH:26][C:27]1([CH2:34][CH2:35][C:36]2[C:45]3[C:40](=[CH:41][CH:42]=[C:43]([O:46][CH3:47])[CH:44]=3)[N:39]=[CH:38][N:37]=2)[CH2:32][CH2:31][C:30](=O)[CH2:29][CH2:28]1. The catalyst class is: 4. Product: [O:7]1[C:8]2[CH:9]=[CH:10][C:2]([CH2:1][NH:11][CH:30]3[CH2:29][CH2:28][C:27]([CH2:34][CH2:35][C:36]4[C:45]5[C:40](=[CH:41][CH:42]=[C:43]([O:46][CH3:47])[CH:44]=5)[N:39]=[CH:38][N:37]=4)([OH:26])[CH2:32][CH2:31]3)=[CH:3][C:4]=2[O:5][CH2:6]1. (7) Reactant: [C:1]([O:8][CH3:9])(=[O:7])[CH2:2][C:3]([O:5][CH3:6])=[O:4].C([O-])([O-])=O.[K+].[K+].F[C:17]1[CH:22]=[CH:21][C:20]([N+:23]([O-:25])=[O:24])=[CH:19][CH:18]=1. Product: [N+:23]([C:20]1[CH:21]=[CH:22][C:17]([CH:2]([C:1]([O:8][CH3:9])=[O:7])[C:3]([O:5][CH3:6])=[O:4])=[CH:18][CH:19]=1)([O-:25])=[O:24]. The catalyst class is: 18. (8) Reactant: [CH3:1][NH2:2].Cl.CC[N:6](C(C)C)C(C)C.CN(C)CCCN=C=NCC.[NH2:24][C:25]1[C:30](/C=C/C(O)=O)=[CH:29][C:28](Cl)=[CH:27]N=1.C(C(O)=O)(F)(F)F.[OH2:44]. Product: [OH:44][N:2]1[C:1]2[CH:27]=[CH:28][CH:29]=[CH:30][C:25]=2[N:24]=[N:6]1. The catalyst class is: 369. (9) Reactant: [CH3:1][O:2][C:3]1[CH:21]=[CH:20][C:6]([CH2:7][N:8]2[CH:12]=[C:11]3[C:13](=[O:19])[CH2:14][CH2:15][CH2:16][CH:17]=[CH:18][C:10]3=[N:9]2)=[CH:5][CH:4]=1. Product: [CH3:1][O:2][C:3]1[CH:4]=[CH:5][C:6]([CH2:7][N:8]2[CH:12]=[C:11]3[C:13](=[O:19])[CH2:14][CH2:15][CH2:16][CH2:17][CH2:18][C:10]3=[N:9]2)=[CH:20][CH:21]=1. The catalyst class is: 19. (10) Reactant: [CH3:1][C:2]1[N:6]=[C:5]([CH3:7])[S:4][C:3]=1/[CH:8]=[CH:9]/[C:10](N(C)C)=O.[N+]([O-])(O)=O.[F:19][C:20]1[CH:25]=[CH:24][C:23]([NH:26][C:27]([NH2:29])=[NH:28])=[CH:22][CH:21]=1.[OH-].[Na+]. Product: [CH3:7][C:5]1[S:4][C:3]([C:8]2[CH:9]=[CH:10][N:29]=[C:27]([NH:26][C:23]3[CH:22]=[CH:21][C:20]([F:19])=[CH:25][CH:24]=3)[N:28]=2)=[C:2]([CH3:1])[N:6]=1. The catalyst class is: 141.